This data is from Reaction yield outcomes from USPTO patents with 853,638 reactions. The task is: Predict the reaction yield, written as a fraction of the theoretical maximum amount of product (1.0 means a 100% yield; for example, 0.34 means a 34% yield). The reactants are C([Cl:4])(=O)C.C(O[C:10](=O)[N:11]([C@H:13]([C:15](=[O:55])[NH:16][C@H:17]1[C@H:23]([CH3:24])[N:22]([C:25](=[O:35])[C:26]2[CH:31]=[CH:30][C:29]([C:32](=[O:34])[CH3:33])=[CH:28][CH:27]=2)[C:21]2[CH:36]=[CH:37][CH:38]=[CH:39][C:20]=2[N:19]([CH2:40][C:41]2[C:50]3[C:45](=[C:46]([Br:51])[CH:47]=[CH:48][CH:49]=3)[CH:44]=[CH:43][C:42]=2[O:52][CH3:53])[C:18]1=[O:54])[CH3:14])C)(C)(C)C. The catalyst is CO. The product is [ClH:4].[C:32]([C:29]1[CH:28]=[CH:27][C:26]([C:25]([N:22]2[C@@H:23]([CH3:24])[C@H:17]([NH:16][C:15](=[O:55])[C@@H:13]([NH:11][CH3:10])[CH3:14])[C:18](=[O:54])[N:19]([CH2:40][C:41]3[C:50]4[C:45](=[C:46]([Br:51])[CH:47]=[CH:48][CH:49]=4)[CH:44]=[CH:43][C:42]=3[O:52][CH3:53])[C:20]3[CH:39]=[CH:38][CH:37]=[CH:36][C:21]2=3)=[O:35])=[CH:31][CH:30]=1)(=[O:34])[CH3:33]. The yield is 0.820.